This data is from Forward reaction prediction with 1.9M reactions from USPTO patents (1976-2016). The task is: Predict the product of the given reaction. (1) Given the reactants I[C:2]1[CH:3]=[C:4]([N:11]2[CH2:16][CH2:15][O:14][CH2:13][C:12]2=[O:17])[CH:5]=[C:6]([N+:8]([O-:10])=[O:9])[CH:7]=1.C(=O)([O-])[O-].[Cs+].[Cs+].[NH:24]1[CH2:29][CH2:28][O:27][CH2:26][CH2:25]1, predict the reaction product. The product is: [O:27]1[CH2:28][CH2:29][N:24]([C:2]2[CH:3]=[C:4]([N:11]3[CH2:16][CH2:15][O:14][CH2:13][C:12]3=[O:17])[CH:5]=[C:6]([N+:8]([O-:10])=[O:9])[CH:7]=2)[CH2:25][CH2:26]1. (2) The product is: [CH2:1]([C:5]1[N:6]=[C:7]([NH:15][CH2:16][C:17]2[CH:22]=[CH:21][C:20]([O:23][CH3:24])=[CH:19][C:18]=2[O:25][CH3:26])[C:8]2[NH:13][N:12]=[C:11]([C:33]#[C:32][CH2:31][CH2:30][CH2:29][CH2:28][Cl:27])[C:9]=2[N:10]=1)[CH2:2][CH2:3][CH3:4]. Given the reactants [CH2:1]([C:5]1[N:6]=[C:7]([NH:15][CH2:16][C:17]2[CH:22]=[CH:21][C:20]([O:23][CH3:24])=[CH:19][C:18]=2[O:25][CH3:26])[C:8]2[NH:13][N:12]=[C:11](I)[C:9]=2[N:10]=1)[CH2:2][CH2:3][CH3:4].[Cl:27][CH2:28][CH2:29][CH2:30][CH2:31][C:32]#[CH:33].C(N(CC)CC)C, predict the reaction product. (3) Given the reactants [P:1]([O:8][CH2:9][CH3:10])([O:5]CC)[O:2][CH2:3][CH3:4].Cl[CH2:12][O:13][CH2:14][CH2:15]Cl.[N:17]1[C:25]([NH2:26])=[C:24]2[C:20]([N:21]=[CH:22][NH:23]2)=[N:19][CH:18]=1.C1CCN2C(=NCCC2)CC1, predict the reaction product. The product is: [CH3:10][CH2:9][O:8][P:1]([O:2][CH2:3][CH3:4])([CH2:12][O:13][CH2:14][CH2:15][N:21]1[C:20]2[N:19]=[CH:18][N:17]=[C:25]([NH2:26])[C:24]=2[N:23]=[CH:22]1)=[O:5]. (4) Given the reactants [CH2:1]([C:3]1[N:7]([C:8]2[N:16]=[C:15]3[C:11]([N:12]=[C:13]([CH:18]4[CH2:21][N:20](C(OC(C)(C)C)=O)[CH2:19]4)[N:14]3[CH3:17])=[C:10]([N:29]3[CH2:34][CH2:33][O:32][CH2:31][CH2:30]3)[N:9]=2)[C:6]2[CH:35]=[CH:36][CH:37]=[CH:38][C:5]=2[N:4]=1)[CH3:2].C(O)(C(F)(F)F)=O, predict the reaction product. The product is: [NH:20]1[CH2:19][CH:18]([C:13]2[N:14]([CH3:17])[C:15]3[C:11]([N:12]=2)=[C:10]([N:29]2[CH2:30][CH2:31][O:32][CH2:33][CH2:34]2)[N:9]=[C:8]([N:7]2[C:6]4[CH:35]=[CH:36][CH:37]=[CH:38][C:5]=4[N:4]=[C:3]2[CH2:1][CH3:2])[N:16]=3)[CH2:21]1. (5) Given the reactants [Cl:1][C:2]1[C:10]([F:11])=[C:9]([F:12])[CH:8]=[CH:7][C:3]=1[C:4](O)=[O:5].Cl.C[N:15](C)CCCN=C=NCC.ON1C2C=CC=CC=2N=N1.N, predict the reaction product. The product is: [Cl:1][C:2]1[C:10]([F:11])=[C:9]([F:12])[CH:8]=[CH:7][C:3]=1[C:4]([NH2:15])=[O:5]. (6) Given the reactants [CH:1]1[C:10]2[C:5](=[CH:6][CH:7]=[CH:8][CH:9]=2)[CH:4]=[CH:3][C:2]=1[C:11]1[C:16]2=[N:17][S:18](=[O:22])(=[O:21])[CH2:19][CH2:20][N:15]2[CH:14]=[CH:13][CH:12]=1, predict the reaction product. The product is: [CH:1]1[C:10]2[C:5](=[CH:6][CH:7]=[CH:8][CH:9]=2)[CH:4]=[CH:3][C:2]=1[CH:11]1[C:16]2=[N:17][S:18](=[O:21])(=[O:22])[CH2:19][CH2:20][N:15]2[CH2:14][CH2:13][CH2:12]1. (7) Given the reactants CS(O[CH2:6][CH2:7][N:8]1[C:16]2[N:15]=[C:14]([NH2:17])[N:13]3[N:18]=[C:19]([C:21]4[O:22][CH:23]=[CH:24][CH:25]=4)[N:20]=[C:12]3[C:11]=2[CH:10]=[CH:9]1)(=O)=O.Cl.Cl.[CH3:28][C:29]1[C:30]2[CH:44]=[CH:43][CH:42]=[CH:41][C:31]=2[S:32][C:33]=1[CH2:34][N:35]1[CH2:40][CH2:39][NH:38][CH2:37][CH2:36]1.CCN(C(C)C)C(C)C, predict the reaction product. The product is: [O:22]1[CH:23]=[CH:24][CH:25]=[C:21]1[C:19]1[N:20]=[C:12]2[N:13]([C:14]([NH2:17])=[N:15][C:16]3[N:8]([CH2:7][CH2:6][N:38]4[CH2:39][CH2:40][N:35]([CH2:34][C:33]5[S:32][C:31]6[CH:41]=[CH:42][CH:43]=[CH:44][C:30]=6[C:29]=5[CH3:28])[CH2:36][CH2:37]4)[CH:9]=[CH:10][C:11]=32)[N:18]=1. (8) Given the reactants [N:1]([CH2:4][C@@H:5]1[C@@H:9](O)[CH2:8][N:7]([C:11]([O:13][CH2:14][C:15]2[CH:20]=[CH:19][CH:18]=[CH:17][CH:16]=2)=[O:12])[CH2:6]1)=[N+:2]=[N-:3].N12CCCN=C1CCCCC2.[F:32]C(F)(S(F)(=O)=O)C(F)(F)C(F)(F)C(F)(F)C(F)(F)C(F)(F)C(F)(F)C(F)(F)F, predict the reaction product. The product is: [N:1]([CH2:4][C@@H:5]1[C@H:9]([F:32])[CH2:8][N:7]([C:11]([O:13][CH2:14][C:15]2[CH:20]=[CH:19][CH:18]=[CH:17][CH:16]=2)=[O:12])[CH2:6]1)=[N+:2]=[N-:3]. (9) Given the reactants [C:1]([C:4]1[CH:9]=[CH:8][C:7]([C:10]2[N:15]=[CH:14][C:13]([O:16][CH2:17][CH:18]3[CH2:23][CH2:22][N:21](C(OC(C)(C)C)=O)[CH2:20][CH2:19]3)=[CH:12][CH:11]=2)=[CH:6][CH:5]=1)(=[O:3])[CH3:2].[ClH:31], predict the reaction product. The product is: [ClH:31].[NH:21]1[CH2:22][CH2:23][CH:18]([CH2:17][O:16][C:13]2[CH:12]=[CH:11][C:10]([C:7]3[CH:6]=[CH:5][C:4]([C:1](=[O:3])[CH3:2])=[CH:9][CH:8]=3)=[N:15][CH:14]=2)[CH2:19][CH2:20]1.